From a dataset of Reaction yield outcomes from USPTO patents with 853,638 reactions. Predict the reaction yield, written as a fraction of the theoretical maximum amount of product (1.0 means a 100% yield; for example, 0.34 means a 34% yield). (1) The reactants are [Cl:1][C:2]1[CH:3]=[C:4]([CH:14]([CH3:16])[CH3:15])[C:5]2[O:9][CH:8]([CH2:10][NH2:11])[CH2:7][C:6]=2[C:12]=1[CH3:13].C(N(C(C)C)CC)(C)C.Cl[C:27]([O:29][CH2:30][C:31]1[CH:36]=[CH:35][CH:34]=[CH:33][CH:32]=1)=[O:28]. No catalyst specified. The product is [Cl:1][C:2]1[CH:3]=[C:4]([CH:14]([CH3:16])[CH3:15])[C:5]2[O:9][CH:8]([CH2:10][NH:11][C:27](=[O:28])[O:29][CH2:30][C:31]3[CH:36]=[CH:35][CH:34]=[CH:33][CH:32]=3)[CH2:7][C:6]=2[C:12]=1[CH3:13]. The yield is 0.810. (2) The reactants are [Cl:1][C:2]1[CH:7]=[CH:6][N:5]=[C:4]2[N:8]([CH2:14][CH:15]3[CH2:19][CH2:18][O:17][CH2:16]3)[CH:9]=[C:10]([C:11]([OH:13])=O)[C:3]=12.[NH2:20][CH2:21][C@@:22]1([OH:29])[CH2:27][CH2:26][CH2:25][C@@H:24]([CH3:28])[CH2:23]1.N1(O)C2C=CC=CC=2N=N1.Cl.CN(C)CCCN=C=NCC. The catalyst is C1COCC1. The product is [OH:29][C@:22]1([CH2:21][NH:20][C:11]([C:10]2[C:3]3[C:4](=[N:5][CH:6]=[CH:7][C:2]=3[Cl:1])[N:8]([CH2:14][CH:15]3[CH2:19][CH2:18][O:17][CH2:16]3)[CH:9]=2)=[O:13])[CH2:27][CH2:26][CH2:25][C@@H:24]([CH3:28])[CH2:23]1. The yield is 0.290. (3) The reactants are [CH2:1]([O:3][C:4](=[O:31])[CH2:5][C@H:6]1[C:14]2[C:9](=[CH:10][C:11]([O:15][CH2:16][CH2:17][C:18]3[N:19]=[C:20]([C:24]4[CH:29]=[CH:28][C:27](Br)=[CH:26][CH:25]=4)[O:21][C:22]=3[CH3:23])=[CH:12][CH:13]=2)[CH2:8][CH2:7]1)[CH3:2].[C:32]([C:35]1[S:39][C:38](B(O)O)=[CH:37][CH:36]=1)(=[O:34])[CH3:33].C(=O)([O-])[O-].[Na+].[Na+].[C:49]1(C)[CH:54]=[CH:53][CH:52]=[CH:51][CH:50]=1. The catalyst is O1CCOCC1.C1(P(C2C=CC=CC=2)[C-]2C=CC=C2)C=CC=CC=1.[C-]1(P(C2C=CC=CC=2)C2C=CC=CC=2)C=CC=C1.[Fe+2].Cl[Pd]Cl. The product is [CH2:1]([O:3][C:4](=[O:31])[CH2:5][C@H:6]1[C:14]2[C:9](=[CH:10][C:11]([O:15][CH2:16][CH2:17][C:18]3[N:19]=[C:20]([C:24]4[CH:29]=[CH:28][C:27]([C:49]5[CH:54]=[CH:53][C:52]([C:38]6[S:39][C:35]([C:32](=[O:34])[CH3:33])=[CH:36][CH:37]=6)=[CH:51][CH:50]=5)=[CH:26][CH:25]=4)[O:21][C:22]=3[CH3:23])=[CH:12][CH:13]=2)[CH2:8][CH2:7]1)[CH3:2]. The yield is 0.460. (4) The reactants are [C:1]([O:5][C:6]([NH:8][C@@H:9]([CH:13]([CH3:15])[CH3:14])[C:10]([OH:12])=[O:11])=[O:7])([CH3:4])([CH3:3])[CH3:2].CN(C(ON1N=NC2C=CC=NC1=2)=[N+](C)C)C.F[P-](F)(F)(F)(F)F.CCN(C(C)C)C(C)C.[S:49]1[C:53]2[CH:54]=[CH:55][C:56]([NH:58][C:59]3[C:68]4[C:63](=[CH:64][C:65]([O:76][CH2:77][CH2:78]O)=[C:66]([S:69]([C:72]([CH3:75])([CH3:74])[CH3:73])(=[O:71])=[O:70])[CH:67]=4)[N:62]=[CH:61][N:60]=3)=[CH:57][C:52]=2[N:51]=[CH:50]1. The catalyst is CN(C=O)C.CN(C1C=CN=CC=1)C.CCOC(C)=O. The product is [C:1]([O:5][C:6]([NH:8][C@@H:9]([CH:13]([CH3:15])[CH3:14])[C:10]([O:12][CH2:78][CH2:77][O:76][C:65]1[CH:64]=[C:63]2[C:68]([C:59]([NH:58][C:56]3[CH:55]=[CH:54][C:53]4[S:49][CH:50]=[N:51][C:52]=4[CH:57]=3)=[N:60][CH:61]=[N:62]2)=[CH:67][C:66]=1[S:69]([C:72]([CH3:73])([CH3:75])[CH3:74])(=[O:70])=[O:71])=[O:11])=[O:7])([CH3:4])([CH3:3])[CH3:2]. The yield is 0.900. (5) The reactants are [BH4-].[Na+].[C:3]([C:5](=[CH:9][C:10]1[C:15]([Cl:16])=[CH:14][CH:13]=[CH:12][C:11]=1[Cl:17])[C:6]([OH:8])=[O:7])#[N:4]. The catalyst is CO.C(=O)(O)[O-].[Na+]. The product is [C:3]([CH:5]([CH2:9][C:10]1[C:11]([Cl:17])=[CH:12][CH:13]=[CH:14][C:15]=1[Cl:16])[C:6]([OH:8])=[O:7])#[N:4]. The yield is 1.00.